From a dataset of Reaction yield outcomes from USPTO patents with 853,638 reactions. Predict the reaction yield, written as a fraction of the theoretical maximum amount of product (1.0 means a 100% yield; for example, 0.34 means a 34% yield). (1) The reactants are [NH2:1][CH:2]([CH2:6][C:7]([F:10])([F:9])[F:8])[C:3]([OH:5])=[O:4].[OH-].[Na+].[C:13]([O:17][C:18](O[C:18]([O:17][C:13]([CH3:16])([CH3:15])[CH3:14])=[O:19])=[O:19])([CH3:16])([CH3:15])[CH3:14].Cl. The catalyst is O1CCOCC1.O. The product is [C:13]([O:17][C:18]([NH:1][CH:2]([CH2:6][C:7]([F:10])([F:9])[F:8])[C:3]([OH:5])=[O:4])=[O:19])([CH3:16])([CH3:15])[CH3:14]. The yield is 0.760. (2) The reactants are [C:1]1([CH2:7][N:8]2[C:13](=[O:14])[CH2:12][C:11](=[O:15])[N:10]([CH:16]3[CH2:21][CH2:20][O:19][CH2:18][CH2:17]3)[C:9]2=[O:22])[CH:6]=[CH:5][CH:4]=[CH:3][CH:2]=1.C(N(C(C)C)CC)(C)C.[N:32]([CH2:35][C:36]([O:38]CC)=[O:37])=[C:33]=[O:34]. The catalyst is ClCCl. The product is [OH:15][C:11]1[N:10]([CH:16]2[CH2:21][CH2:20][O:19][CH2:18][CH2:17]2)[C:9](=[O:22])[N:8]([CH2:7][C:1]2[CH:6]=[CH:5][CH:4]=[CH:3][CH:2]=2)[C:13](=[O:14])[C:12]=1[C:33]([NH:32][CH2:35][C:36]([OH:38])=[O:37])=[O:34]. The yield is 0.810. (3) The reactants are [C:1]([C:5]1[N:9]=[C:8]([CH2:10][C:11]([O:13][CH2:14][CH3:15])=[O:12])[NH:7][N:6]=1)([CH3:4])([CH3:3])[CH3:2].Br[CH2:17][CH2:18][O:19][CH3:20].C([O-])([O-])=O.[K+].[K+]. The catalyst is CN(C=O)C.O. The product is [C:1]([C:5]1[N:9]=[C:8]([CH2:10][C:11]([O:13][CH2:14][CH3:15])=[O:12])[N:7]([CH2:17][CH2:18][O:19][CH3:20])[N:6]=1)([CH3:4])([CH3:2])[CH3:3]. The yield is 0.660. (4) The reactants are [F:1][C:2]([F:15])([F:14])[O:3][C:4]1[CH:5]=[C:6]([CH:11]=[CH:12][CH:13]=1)[O:7][CH2:8][CH2:9][OH:10].[H-].[Na+].Br[C:19]1[N:27]([CH2:28][C:29]2[CH:34]=[CH:33][C:32]([Cl:35])=[CH:31][CH:30]=2)[C:26]2[C:25](=[O:36])[N:24]([CH3:37])[C:23](=[O:38])[N:22]([CH3:39])[C:21]=2[N:20]=1. The catalyst is C1COCC1. The product is [Cl:35][C:32]1[CH:33]=[CH:34][C:29]([CH2:28][N:27]2[C:26]3[C:25](=[O:36])[N:24]([CH3:37])[C:23](=[O:38])[N:22]([CH3:39])[C:21]=3[N:20]=[C:19]2[O:10][CH2:9][CH2:8][O:7][C:6]2[CH:11]=[CH:12][CH:13]=[C:4]([O:3][C:2]([F:14])([F:15])[F:1])[CH:5]=2)=[CH:30][CH:31]=1. The yield is 0.267.